Dataset: Reaction yield outcomes from USPTO patents with 853,638 reactions. Task: Predict the reaction yield, written as a fraction of the theoretical maximum amount of product (1.0 means a 100% yield; for example, 0.34 means a 34% yield). The reactants are [NH2:1][C:2]1[CH:7]=[CH:6][C:5]([C:8]2[N:9]([CH:21]3[CH2:23][CH2:22]3)[C:10]3[C:15]([C:16]=2[C:17]#[N:18])=[CH:14][CH:13]=[C:12]([O:19][CH3:20])[CH:11]=3)=[CH:4][CH:3]=1.[CH:24]([O:27][C:28](Cl)=[O:29])([CH3:26])[CH3:25]. The catalyst is N1C=CC=CC=1.C1(C)C=CC=CC=1.O. The product is [CH:24]([O:27][C:28](=[O:29])[NH:1][C:2]1[CH:3]=[CH:4][C:5]([C:8]2[N:9]([CH:21]3[CH2:23][CH2:22]3)[C:10]3[C:15]([C:16]=2[C:17]#[N:18])=[CH:14][CH:13]=[C:12]([O:19][CH3:20])[CH:11]=3)=[CH:6][CH:7]=1)([CH3:26])[CH3:25]. The yield is 0.850.